The task is: Regression. Given two drug SMILES strings and cell line genomic features, predict the synergy score measuring deviation from expected non-interaction effect.. This data is from NCI-60 drug combinations with 297,098 pairs across 59 cell lines. (1) Drug 1: C1=NC2=C(N1)C(=S)N=C(N2)N. Drug 2: CC1C(C(CC(O1)OC2CC(CC3=C2C(=C4C(=C3O)C(=O)C5=C(C4=O)C(=CC=C5)OC)O)(C(=O)CO)O)N)O.Cl. Cell line: TK-10. Synergy scores: CSS=52.1, Synergy_ZIP=-1.36, Synergy_Bliss=-1.05, Synergy_Loewe=-1.38, Synergy_HSA=3.49. (2) Drug 1: CC1=C2C(C(=O)C3(C(CC4C(C3C(C(C2(C)C)(CC1OC(=O)C(C(C5=CC=CC=C5)NC(=O)C6=CC=CC=C6)O)O)OC(=O)C7=CC=CC=C7)(CO4)OC(=O)C)O)C)OC(=O)C. Drug 2: CN1C2=C(C=C(C=C2)N(CCCl)CCCl)N=C1CCCC(=O)O.Cl. Cell line: CAKI-1. Synergy scores: CSS=38.3, Synergy_ZIP=1.68, Synergy_Bliss=1.76, Synergy_Loewe=-58.7, Synergy_HSA=-1.46. (3) Drug 1: CC12CCC3C(C1CCC2=O)CC(=C)C4=CC(=O)C=CC34C. Drug 2: C1CC(C1)(C(=O)O)C(=O)O.[NH2-].[NH2-].[Pt+2]. Cell line: SNB-19. Synergy scores: CSS=64.1, Synergy_ZIP=-7.51, Synergy_Bliss=-1.77, Synergy_Loewe=-4.10, Synergy_HSA=0.967. (4) Drug 1: CN(C)N=NC1=C(NC=N1)C(=O)N. Drug 2: CC(C)(C#N)C1=CC(=CC(=C1)CN2C=NC=N2)C(C)(C)C#N. Cell line: OVCAR-4. Synergy scores: CSS=0.0435, Synergy_ZIP=-0.462, Synergy_Bliss=-2.71, Synergy_Loewe=-0.868, Synergy_HSA=-2.86. (5) Drug 2: C(=O)(N)NO. Synergy scores: CSS=0.743, Synergy_ZIP=-0.202, Synergy_Bliss=2.04, Synergy_Loewe=-3.19, Synergy_HSA=0.218. Cell line: U251. Drug 1: CC1=C(C=C(C=C1)NC(=O)C2=CC=C(C=C2)CN3CCN(CC3)C)NC4=NC=CC(=N4)C5=CN=CC=C5.